Task: Predict the reactants needed to synthesize the given product.. Dataset: Full USPTO retrosynthesis dataset with 1.9M reactions from patents (1976-2016) Given the product [C:1]([O:5][C:6]([N:8]([CH:21]1[CH2:22][CH2:23][CH2:24]1)[C@@H:9]1[CH2:11][C@H:10]1[C:12]1[S:16][CH:15]=[C:14]([C:17]([OH:19])=[O:18])[CH:13]=1)=[O:7])([CH3:4])([CH3:2])[CH3:3], predict the reactants needed to synthesize it. The reactants are: [C:1]([O:5][C:6]([N:8]([CH:21]1[CH2:24][CH2:23][CH2:22]1)[C@@H:9]1[CH2:11][C@H:10]1[C:12]1[S:16][CH:15]=[C:14]([C:17]([O:19]C)=[O:18])[CH:13]=1)=[O:7])([CH3:4])([CH3:3])[CH3:2].[OH-].[Na+].Cl.